From a dataset of Catalyst prediction with 721,799 reactions and 888 catalyst types from USPTO. Predict which catalyst facilitates the given reaction. (1) Reactant: Cl[CH2:2][Cl:3].C(Cl)(=O)C(Cl)=O.[C:10]([C:13]1[CH:21]=[CH:20][C:16](C(O)=O)=[C:15]([CH3:22])[CH:14]=1)(=[O:12])[CH3:11]. Product: [C:10]([C:13]1[CH:21]=[CH:20][C:16]([CH2:2][Cl:3])=[C:15]([CH3:22])[CH:14]=1)(=[O:12])[CH3:11]. The catalyst class is: 9. (2) Reactant: [NH2:1][CH2:2][C:3]([NH:5][C:6]1[CH:11]=[CH:10][CH:9]=[C:8]([NH:12][C:13]2[N:18]=[C:17]([C:19]3[C:27]4[C:22](=[CH:23][CH:24]=[CH:25][CH:26]=4)[NH:21][CH:20]=3)[C:16]([Cl:28])=[CH:15][N:14]=2)[CH:7]=1)=[O:4].[C:29](O)([C:31](F)(F)F)=[O:30].[CH3:36][CH2:37][N:38]([CH:42](C)C)[CH:39](C)C.BrC/C=C/C(Cl)=O.CNC. Product: [Cl:28][C:16]1[C:17]([C:19]2[C:27]3[C:22](=[CH:23][CH:24]=[CH:25][CH:26]=3)[NH:21][CH:20]=2)=[N:18][C:13]([NH:12][C:8]2[CH:7]=[C:6]([NH:5][C:3](=[O:4])[CH2:2][NH:1][C:29](=[O:30])/[CH:31]=[CH:36]/[CH2:37][N:38]([CH3:42])[CH3:39])[CH:11]=[CH:10][CH:9]=2)=[N:14][CH:15]=1. The catalyst class is: 76. (3) Reactant: Br[C:2]1[CH:3]=[CH:4][C:5]([N:13]([C:21]([O:23][C:24]([CH3:27])([CH3:26])[CH3:25])=[O:22])[C:14]([O:16][C:17]([CH3:20])([CH3:19])[CH3:18])=[O:15])=[C:6]2[C:10]=1[CH2:9][N:8]([CH3:11])[C:7]2=[O:12]. Product: [C:24]([O:23][C:21]([N:13]([C:14]([O:16][C:17]([CH3:20])([CH3:19])[CH3:18])=[O:15])[C:5]1[C:6]2[C:7](=[O:12])[N:8]([CH3:11])[CH2:9][C:10]=2[C:2]([C:14]([O:16][CH3:17])=[O:15])=[CH:3][CH:4]=1)=[O:22])([CH3:26])([CH3:27])[CH3:25]. The catalyst class is: 73. (4) Reactant: [Br:1][C:2]1[CH:3]=[CH:4][CH:5]=[C:6]2[C:11]=1[NH:10][C:9](=O)[N:8]([CH2:13][CH3:14])[C:7]2=[O:15].O=P(Cl)(Cl)[Cl:18].CCN(C(C)C)C(C)C.[OH-].[Na+]. Product: [Br:1][C:2]1[CH:3]=[CH:4][CH:5]=[C:6]2[C:11]=1[N:10]=[C:9]([Cl:18])[N:8]([CH2:13][CH3:14])[C:7]2=[O:15]. The catalyst class is: 6. (5) Reactant: [CH:1]1([CH:4]=O)[CH2:3][CH2:2]1.[NH2:6][C:7]1[CH:17]=[CH:16][C:10]([C:11]([O:13][CH2:14][CH3:15])=[O:12])=[CH:9][CH:8]=1.P(O)(OC1C=CC=CC=1)(OC1C=CC=CC=1)=O.[CH:35](/[NH:38][C:39](=[O:48])[O:40][CH2:41][C:42]1[CH:47]=[CH:46][CH:45]=[CH:44][CH:43]=1)=[CH:36]\[CH3:37]. Product: [CH2:41]([O:40][C:39]([NH:38][CH:35]1[C:8]2[C:7](=[CH:17][CH:16]=[C:10]([C:11]([O:13][CH2:14][CH3:15])=[O:12])[CH:9]=2)[NH:6][CH:4]([CH:1]2[CH2:2][CH2:3]2)[CH:36]1[CH3:37])=[O:48])[C:42]1[CH:47]=[CH:46][CH:45]=[CH:44][CH:43]=1. The catalyst class is: 4.